The task is: Predict the product of the given reaction.. This data is from Forward reaction prediction with 1.9M reactions from USPTO patents (1976-2016). (1) Given the reactants Br[C:2]1[C:3]([N:22]2[CH2:26][CH2:25][C@@H:24]([CH2:27][OH:28])[CH2:23]2)=[N:4][CH:5]=[C:6]([CH:21]=1)[C:7]([NH:9][C:10]1[CH:15]=[CH:14][C:13]([O:16][C:17]([F:20])([F:19])[F:18])=[CH:12][CH:11]=1)=[O:8].[CH3:29][C:30]1[N:35]=[CH:34][C:33](B(O)O)=[CH:32][CH:31]=1, predict the reaction product. The product is: [OH:28][CH2:27][C@@H:24]1[CH2:25][CH2:26][N:22]([C:3]2[C:2]([C:33]3[CH:34]=[N:35][C:30]([CH3:29])=[CH:31][CH:32]=3)=[CH:21][C:6]([C:7]([NH:9][C:10]3[CH:15]=[CH:14][C:13]([O:16][C:17]([F:20])([F:19])[F:18])=[CH:12][CH:11]=3)=[O:8])=[CH:5][N:4]=2)[CH2:23]1. (2) Given the reactants CN(C)C=[O:4].[NH2:6][C:7]1[NH:8][C:9](=[O:25])[C:10]2[N:11]=[CH:12][N:13]([CH:16]3[CH2:20][CH:19]([OH:21])[CH:18]([CH2:22][OH:23])[C:17]3=[CH2:24])[C:14]=2[N:15]=1, predict the reaction product. The product is: [OH2:4].[NH2:6][C:7]1[NH:8][C:9](=[O:25])[C:10]2[N:11]=[CH:12][N:13]([CH:16]3[CH2:20][CH:19]([OH:21])[CH:18]([CH2:22][OH:23])[C:17]3=[CH2:24])[C:14]=2[N:15]=1. (3) Given the reactants Cl.[Cl:2][C:3]1[C:11]2[C:6](=[CH:7][C:8]([C:12]([NH:14][C@H:15]([C:25]3[CH:30]=[CH:29][CH:28]=[CH:27][CH:26]=3)[CH2:16][O:17][CH2:18][CH:19]3[CH2:24][CH2:23][NH:22][CH2:21][CH2:20]3)=[O:13])=[CH:9][CH:10]=2)[NH:5][CH:4]=1.C(O[C:34]1(O[Si](C)(C)C)[CH2:36][CH2:35]1)C, predict the reaction product. The product is: [ClH:2].[Cl:2][C:3]1[C:11]2[C:6](=[CH:7][C:8]([C:12]([NH:14][C@H:15]([C:25]3[CH:30]=[CH:29][CH:28]=[CH:27][CH:26]=3)[CH2:16][O:17][CH2:18][CH:19]3[CH2:20][CH2:21][N:22]([CH:34]4[CH2:36][CH2:35]4)[CH2:23][CH2:24]3)=[O:13])=[CH:9][CH:10]=2)[NH:5][CH:4]=1.